From a dataset of Catalyst prediction with 721,799 reactions and 888 catalyst types from USPTO. Predict which catalyst facilitates the given reaction. (1) Reactant: [O:1]([C:8]1[CH:13]=[CH:12][C:11](B(O)O)=[CH:10][CH:9]=1)[C:2]1[CH:7]=[CH:6][CH:5]=[CH:4][CH:3]=1.Br[C:18]1[C:19]([NH2:24])=[N:20][CH:21]=[CH:22][CH:23]=1.C(=O)([O-])[O-].[Na+].[Na+]. Product: [O:1]([C:8]1[CH:13]=[CH:12][C:11]([C:18]2[C:19]([NH2:24])=[N:20][CH:21]=[CH:22][CH:23]=2)=[CH:10][CH:9]=1)[C:2]1[CH:7]=[CH:6][CH:5]=[CH:4][CH:3]=1. The catalyst class is: 108. (2) Reactant: [Br:1][C:2]1[CH:6]=[N:5][N:4]([CH3:7])[C:3]=1[C:8]1[CH:19]=[C:18]([N+:20]([O-])=O)[CH:17]=[CH:16][C:9]=1[O:10][CH2:11][CH2:12][N:13]([CH3:15])[CH3:14].O.O.Cl[Sn]Cl. Product: [Br:1][C:2]1[CH:6]=[N:5][N:4]([CH3:7])[C:3]=1[C:8]1[CH:19]=[C:18]([NH2:20])[CH:17]=[CH:16][C:9]=1[O:10][CH2:11][CH2:12][N:13]([CH3:14])[CH3:15]. The catalyst class is: 14. (3) Reactant: [H-].[Na+].[Br:3][C:4]1[CH:9]=[CH:8][N:7]=[C:6]2[NH:10][CH:11]=[CH:12][C:5]=12.Cl[Si:14]([CH:21]([CH3:23])[CH3:22])([CH:18]([CH3:20])[CH3:19])[CH:15]([CH3:17])[CH3:16]. Product: [Br:3][C:4]1[CH:9]=[CH:8][N:7]=[C:6]2[N:10]([Si:14]([CH:21]([CH3:23])[CH3:22])([CH:18]([CH3:20])[CH3:19])[CH:15]([CH3:17])[CH3:16])[CH:11]=[CH:12][C:5]=12. The catalyst class is: 1. (4) Reactant: Cl[C:2]1[N:7]=[C:6]([NH2:8])[N:5]=[C:4]([NH:9][CH3:10])[CH:3]=1.[NH2:11][C:12]1[CH:13]=[CH:14][C:15]([CH3:21])=[C:16](B(O)O)[CH:17]=1.C(=O)([O-])[O-].[Na+].[Na+].O1CCOCC1. Product: [NH2:11][C:12]1[CH:17]=[CH:16][C:15]([CH3:21])=[C:14]([C:2]2[N:7]=[C:6]([NH2:8])[N:5]=[C:4]([NH:9][CH3:10])[CH:3]=2)[CH:13]=1. The catalyst class is: 103. (5) The catalyst class is: 4. Reactant: [N:1]1[CH:6]=[CH:5][CH:4]=[C:3]([CH:7]=[CH:8][C:9]([OH:11])=O)[CH:2]=1.C(Cl)(=O)C(Cl)=O.[C:18]1([CH:24]([C:34]2[CH:39]=[CH:38][CH:37]=[CH:36][CH:35]=2)[N:25]2[CH2:30][CH2:29][CH:28]([CH2:31][CH2:32][NH2:33])[CH2:27][CH2:26]2)[CH:23]=[CH:22][CH:21]=[CH:20][CH:19]=1. Product: [C:18]1([CH:24]([C:34]2[CH:39]=[CH:38][CH:37]=[CH:36][CH:35]=2)[N:25]2[CH2:30][CH2:29][CH:28]([CH2:31][CH2:32][NH:33][C:9](=[O:11])[CH:8]=[CH:7][C:3]3[CH:2]=[N:1][CH:6]=[CH:5][CH:4]=3)[CH2:27][CH2:26]2)[CH:19]=[CH:20][CH:21]=[CH:22][CH:23]=1. (6) Reactant: CN[C:3]1[CH:12]=[CH:11][C:10]2[C:5](=[CH:6][CH:7]=[CH:8][C:9]=2[N+:13]([O-:15])=[O:14])[N:4]=1.[N:16]1[CH:21]=CC=CC=1.[C:22](OC(=O)C)(=[O:24])[CH3:23].C([O-])(O)=O.[Na+]. Product: [C:22]([C:3]1[C:12]([NH:16][CH3:21])=[CH:11][C:10]2[C:5](=[CH:6][CH:7]=[CH:8][C:9]=2[N+:13]([O-:15])=[O:14])[N:4]=1)(=[O:24])[CH3:23]. The catalyst class is: 13. (7) The catalyst class is: 5. Product: [F:35][C:2]([F:1])([F:34])[CH2:3][CH2:4][CH:5]([NH:23][C:24]1[CH:25]=[CH:26][C:27]([C:28]([OH:30])=[O:29])=[CH:32][CH:33]=1)[C:6]1[CH:11]=[CH:10][C:9]([C:12]2[N:13]=[CH:14][C:15]([C:18]([F:19])([F:20])[F:21])=[CH:16][N:17]=2)=[CH:8][C:7]=1[CH3:22]. Reactant: [F:1][C:2]([F:35])([F:34])[CH2:3][CH2:4][CH:5]([NH:23][C:24]1[CH:33]=[CH:32][C:27]([C:28]([O:30]C)=[O:29])=[CH:26][CH:25]=1)[C:6]1[CH:11]=[CH:10][C:9]([C:12]2[N:17]=[CH:16][C:15]([C:18]([F:21])([F:20])[F:19])=[CH:14][N:13]=2)=[CH:8][C:7]=1[CH3:22].[OH-].[Na+].C1COCC1.Cl. (8) Reactant: [C:1]1([S:7]([CH:10]([NH:33][CH2:34][C:35]2[CH:40]=[CH:39][C:38]([C:41]([CH3:47])([CH3:46])[CH2:42][CH2:43][CH2:44][CH3:45])=[CH:37][CH:36]=2)[C:11]2[N:16]=[C:15]([N:17]([CH2:25][C:26]([O:28]C(C)(C)C)=[O:27])C(OC(C)(C)C)=O)[CH:14]=[CH:13][CH:12]=2)(=[O:9])=[O:8])[CH:6]=[CH:5][CH:4]=[CH:3][CH:2]=1.FC(F)(F)C(O)=O. Product: [C:1]1([S:7]([CH:10]([NH:33][CH2:34][C:35]2[CH:40]=[CH:39][C:38]([C:41]([CH3:46])([CH3:47])[CH2:42][CH2:43][CH2:44][CH3:45])=[CH:37][CH:36]=2)[C:11]2[N:16]=[C:15]([NH:17][CH2:25][C:26]([OH:28])=[O:27])[CH:14]=[CH:13][CH:12]=2)(=[O:9])=[O:8])[CH:2]=[CH:3][CH:4]=[CH:5][CH:6]=1. The catalyst class is: 2. (9) Reactant: [NH:1]1[C:11]2[C:6](=[CH:7][CH:8]=[CH:9][CH:10]=2)[C:4](=O)[C:2]1=[O:3].[NH2:12][NH:13][C:14]([NH2:16])=[S:15].C(O)(=O)C. Product: [NH2:1][C:11]1[CH:10]=[CH:9][CH:8]=[CH:7][C:6]=1[C:4]1[C:2](=[O:3])[NH:16][C:14](=[S:15])[NH:13][N:12]=1. The catalyst class is: 500. (10) Reactant: [C:1]([C@H:5]1[CH2:10][CH2:9][C@H:8]([O:11][C:12]2[CH:21]=[CH:20][CH:19]=[C:18]3[C:13]=2[CH:14]=[CH:15][C:16]([CH2:22][N:23]2[CH:28]4[CH2:29][CH2:30][CH:24]2[CH2:25][CH:26]([C:31]([O:33]C)=[O:32])[CH2:27]4)=[CH:17]3)[CH2:7][CH2:6]1)([CH3:4])([CH3:3])[CH3:2].[OH-].[Na+]. The catalyst class is: 5. Product: [C:1]([C@H:5]1[CH2:6][CH2:7][C@H:8]([O:11][C:12]2[CH:21]=[CH:20][CH:19]=[C:18]3[C:13]=2[CH:14]=[CH:15][C:16]([CH2:22][N:23]2[CH:28]4[CH2:29][CH2:30][CH:24]2[CH2:25][CH:26]([C:31]([OH:33])=[O:32])[CH2:27]4)=[CH:17]3)[CH2:9][CH2:10]1)([CH3:4])([CH3:2])[CH3:3].